Task: Predict the reactants needed to synthesize the given product.. Dataset: Full USPTO retrosynthesis dataset with 1.9M reactions from patents (1976-2016) (1) Given the product [CH2:18]([C:13]1[C:12](/[CH:11]=[CH:10]/[C:7]2[CH:8]=[CH:9][C:4]([C:3]([NH:23][CH2:24][C:25]([OH:27])([CH3:28])[CH3:26])=[O:22])=[CH:5][N:6]=2)=[C:16]([CH3:17])[O:15][N:14]=1)[CH2:19][CH2:20][CH3:21], predict the reactants needed to synthesize it. The reactants are: CO[C:3](=[O:22])[C:4]1[CH:9]=[CH:8][C:7](/[CH:10]=[CH:11]/[C:12]2[C:13]([CH2:18][CH2:19][CH2:20][CH3:21])=[N:14][O:15][C:16]=2[CH3:17])=[N:6][CH:5]=1.[NH2:23][CH2:24][C:25]([CH3:28])([OH:27])[CH3:26]. (2) Given the product [Cl:1][C:2]1[CH:7]=[CH:6][C:5]([C:8]2[C:12]([CH:13]([C:15]3[CH:16]=[N:17][CH:18]=[CH:19][CH:20]=3)[OH:14])=[C:11]([C:21]3[CH:26]=[CH:25][C:24]([F:27])=[CH:23][C:22]=3[F:28])[O:10][N:9]=2)=[C:4]([F:29])[CH:3]=1, predict the reactants needed to synthesize it. The reactants are: [Cl:1][C:2]1[CH:7]=[CH:6][C:5]([C:8]2[C:12]([C:13]([C:15]3[CH:16]=[N:17][CH:18]=[CH:19][CH:20]=3)=[O:14])=[C:11]([C:21]3[CH:26]=[CH:25][C:24]([F:27])=[CH:23][C:22]=3[F:28])[O:10][N:9]=2)=[C:4]([F:29])[CH:3]=1.[BH4-].[Na+]. (3) Given the product [I:8][C:9]1[C:17]2[C:12](=[CH:13][CH:14]=[C:15]([NH:18][S:19]([C:22]3[CH:27]=[CH:26][CH:25]=[CH:24][C:23]=3[S:28]([CH3:31])(=[O:30])=[O:29])(=[O:20])=[O:21])[CH:16]=2)[N:11]([C:32]([O:34][C:35]([CH3:38])([CH3:37])[CH3:36])=[O:33])[N:10]=1, predict the reactants needed to synthesize it. The reactants are: C(N(CC)CC)C.[I:8][C:9]1[C:17]2[C:12](=[CH:13][CH:14]=[C:15]([NH:18][S:19]([C:22]3[CH:27]=[CH:26][CH:25]=[CH:24][C:23]=3[S:28]([CH3:31])(=[O:30])=[O:29])(=[O:21])=[O:20])[CH:16]=2)[NH:11][N:10]=1.[C:32](O[C:32]([O:34][C:35]([CH3:38])([CH3:37])[CH3:36])=[O:33])([O:34][C:35]([CH3:38])([CH3:37])[CH3:36])=[O:33].O. (4) Given the product [OH:57][C:51]([C:53]([F:56])([F:55])[F:54])=[O:52].[Cl:1][C:2]1[CH:3]=[C:4]([C@@H:8]([C@@H:17]2[CH2:22][CH2:21][CH2:20][N:19]([C:23](=[O:47])[NH:24][C@H:25]([C@H:33]([NH:36][CH3:37])[CH2:34][CH3:35])[CH2:26][CH:27]3[CH2:28][CH2:29][CH2:30][CH2:31][CH2:32]3)[CH2:18]2)[O:9][CH2:10][CH2:11][NH:12][C:13](=[O:16])[O:14][CH3:15])[CH:5]=[CH:6][CH:7]=1, predict the reactants needed to synthesize it. The reactants are: [Cl:1][C:2]1[CH:3]=[C:4]([C@@H:8]([C@@H:17]2[CH2:22][CH2:21][CH2:20][N:19]([C:23](=[O:47])[NH:24][C@H:25]([C@H:33]([N:36](C)[C:37](OCC[Si](C)(C)C)=O)[CH2:34][CH3:35])[CH2:26][CH:27]3[CH2:32][CH2:31][CH2:30][CH2:29][CH2:28]3)[CH2:18]2)[O:9][CH2:10][CH2:11][NH:12][C:13](=[O:16])[O:14][CH3:15])[CH:5]=[CH:6][CH:7]=1.C(Cl)Cl.[C:51]([OH:57])([C:53]([F:56])([F:55])[F:54])=[O:52].